Predict the reactants needed to synthesize the given product. From a dataset of Full USPTO retrosynthesis dataset with 1.9M reactions from patents (1976-2016). (1) Given the product [F:1][C:2]1[CH:7]=[CH:6][C:5]([O:8][CH2:19][C:18]#[CH:17])=[C:4]([O:9][CH3:10])[CH:3]=1, predict the reactants needed to synthesize it. The reactants are: [F:1][C:2]1[CH:7]=[CH:6][C:5]([OH:8])=[C:4]([O:9][CH3:10])[CH:3]=1.C(=O)([O-])[O-].[K+].[K+].[CH2:17](Br)[C:18]#[CH:19]. (2) Given the product [Br:1][C:2]1[S:13][C:5]2[C:6]([Cl:16])=[N:7][CH:8]=[C:9]([C:10]#[N:11])[C:4]=2[CH:3]=1, predict the reactants needed to synthesize it. The reactants are: [Br:1][C:2]1[S:13][C:5]2[C:6](=O)[NH:7][CH:8]=[C:9]([C:10]#[N:11])[C:4]=2[CH:3]=1.P(Cl)(Cl)([Cl:16])=O. (3) Given the product [N:13]1[CH:9]=[CH:17][CH:16]=[C:15]([C:23]2[CH:22]=[CH:18][N:27]=[C:25]([NH:24][C:28]3[CH:36]=[CH:35][C:31]([C:32]([OH:34])=[O:33])=[CH:30][CH:29]=3)[N:26]=2)[CH:14]=1, predict the reactants needed to synthesize it. The reactants are: N1C=CN=CC=1C1C=CN=[C:9]([NH:13][CH2:14][C:15]2[CH:23]=[CH:22][C:18](C(O)=O)=[CH:17][CH:16]=2)N=1.[NH:24]([C:28]1[CH:36]=[CH:35][C:31]([C:32]([OH:34])=[O:33])=[CH:30][CH:29]=1)[C:25]([NH2:27])=[NH:26].CN(/C=C/C(C1C=NC=CN=1)=O)C.CN(C)/C=C/C(C1C=NC=CC=1)=O. (4) Given the product [CH2:15]([N:19]([CH2:30][CH2:31][CH2:32][CH3:33])[C:20]1[CH:27]=[CH:26][C:23]([CH:24]=[CH:10][C:4]2[CH2:5][C:6]([CH3:8])([CH3:7])[CH2:9][C:2](=[O:1])[CH:3]=2)=[C:22]([O:28][CH3:29])[CH:21]=1)[CH2:16][CH2:17][CH3:18], predict the reactants needed to synthesize it. The reactants are: [O:1]=[C:2]1[CH2:9][C:6]([CH3:8])([CH3:7])[CH2:5][C:4]([CH3:10])=[CH:3]1.[O-]CC.[Na+].[CH2:15]([N:19]([CH2:30][CH2:31][CH2:32][CH3:33])[C:20]1[CH:27]=[CH:26][C:23]([CH:24]=O)=[C:22]([O:28][CH3:29])[CH:21]=1)[CH2:16][CH2:17][CH3:18].C(OCC)(=O)C. (5) Given the product [NH2:12][C:11]1[N:19]2[N:18]=[C:17]([C:20]([OH:22])=[O:21])[CH:16]=[C:15]2[N:14]=[C:9]([C:4]2[CH:5]=[CH:6][C:7]([Cl:8])=[C:2]([Cl:1])[CH:3]=2)[CH:10]=1, predict the reactants needed to synthesize it. The reactants are: [Cl:1][C:2]1[CH:3]=[C:4]([C:9](=O)[CH2:10][C:11]#[N:12])[CH:5]=[CH:6][C:7]=1[Cl:8].[NH2:14][C:15]1[NH:19][N:18]=[C:17]([C:20]([OH:22])=[O:21])[CH:16]=1. (6) Given the product [CH3:25][O:26][C:27](=[O:35])[C:2]1[CH:3]=[CH:4][C:5]([O:8][C:9]2[CH:10]=[C:11]3[C:16](=[CH:17][CH:18]=2)[O:15][CH:14]([C:19]2[CH:24]=[CH:23][CH:22]=[CH:21][CH:20]=2)[CH2:13][CH2:12]3)=[N:6][CH:7]=1, predict the reactants needed to synthesize it. The reactants are: Cl[C:2]1[CH:3]=[CH:4][C:5]([O:8][C:9]2[CH:10]=[C:11]3[C:16](=[CH:17][CH:18]=2)[O:15][CH:14]([C:19]2[CH:24]=[CH:23][CH:22]=[CH:21][CH:20]=2)[CH2:13][CH2:12]3)=[N:6][CH:7]=1.[CH3:25][O:26][C:27](=[O:35])C1C=CC(Cl)=NC=1. (7) Given the product [C:21]1([C:19]2[NH:1][C:13]3[C:12]([CH:18]=2)=[CH:17][CH:16]=[CH:15][CH:14]=3)[CH:22]=[CH:23][CH:24]=[CH:25][CH:26]=1, predict the reactants needed to synthesize it. The reactants are: [NH:1](C1C=CC(C(O)=O)=CC=1)N.[C:12]1([CH2:18][C:19]([C:21]2[CH:26]=[CH:25][CH:24]=[CH:23][CH:22]=2)=O)[CH:17]=[CH:16][CH:15]=[CH:14][CH:13]=1.S(=O)(=O)(O)O.Cl.